This data is from NCI-60 drug combinations with 297,098 pairs across 59 cell lines. The task is: Regression. Given two drug SMILES strings and cell line genomic features, predict the synergy score measuring deviation from expected non-interaction effect. Drug 1: CC1C(C(CC(O1)OC2CC(OC(C2O)C)OC3=CC4=CC5=C(C(=O)C(C(C5)C(C(=O)C(C(C)O)O)OC)OC6CC(C(C(O6)C)O)OC7CC(C(C(O7)C)O)OC8CC(C(C(O8)C)O)(C)O)C(=C4C(=C3C)O)O)O)O. Drug 2: CN(C(=O)NC(C=O)C(C(C(CO)O)O)O)N=O. Cell line: MALME-3M. Synergy scores: CSS=27.6, Synergy_ZIP=-0.617, Synergy_Bliss=-3.07, Synergy_Loewe=-66.1, Synergy_HSA=-3.05.